Predict the reactants needed to synthesize the given product. From a dataset of Full USPTO retrosynthesis dataset with 1.9M reactions from patents (1976-2016). Given the product [C:15]([S:17][C@@H:2]([CH2:6][CH2:7][N:8]1[C:12](=[O:13])[CH2:11][CH2:10][C:9]1=[O:14])[C:3]([OH:5])=[O:4])(=[O:18])[CH3:16], predict the reactants needed to synthesize it. The reactants are: Br[C@H:2]([CH2:6][CH2:7][N:8]1[C:12](=[O:13])[CH2:11][CH2:10][C:9]1=[O:14])[C:3]([OH:5])=[O:4].[C:15]([O-:18])(=[S:17])[CH3:16].[K+].C(OCC)C.